Dataset: Full USPTO retrosynthesis dataset with 1.9M reactions from patents (1976-2016). Task: Predict the reactants needed to synthesize the given product. (1) Given the product [CH3:24][C:15]([NH:25][CH2:3][C:2]([F:13])([F:12])[F:1])([CH3:14])[CH2:16][NH:17][C:18]1[CH:23]=[CH:22][CH:21]=[CH:20][N:19]=1, predict the reactants needed to synthesize it. The reactants are: [F:1][C:2]([F:13])([F:12])[CH2:3]OS(C(F)(F)F)(=O)=O.[CH3:14][C:15]([NH2:25])([CH3:24])[CH2:16][NH:17][C:18]1[CH:23]=[CH:22][CH:21]=[CH:20][N:19]=1.C(=O)([O-])[O-].[Cs+].[Cs+].CN(C=O)C. (2) Given the product [CH3:7][O:8][C:9]1[CH:14]=[CH:13][C:12]([O:15][CH2:21][C:20]2[CH:23]=[CH:24][CH:25]=[CH:26][C:19]=2[N+:16]([O-:18])=[O:17])=[CH:11][CH:10]=1, predict the reactants needed to synthesize it. The reactants are: CC(C)([O-])C.[K+].[CH3:7][O:8][C:9]1[CH:14]=[CH:13][C:12]([OH:15])=[CH:11][CH:10]=1.[N+:16]([C:19]1[CH:26]=[CH:25][CH:24]=[CH:23][C:20]=1[CH2:21]Br)([O-:18])=[O:17]. (3) Given the product [C:4]([O:8][C:9]([NH:11][C@H:12]1[CH2:16][C:15](=[O:1])[CH2:14][C@H:13]1[C:18]([OH:20])=[O:19])=[O:10])([CH3:7])([CH3:6])[CH3:5], predict the reactants needed to synthesize it. The reactants are: [O:1]=[O+][O-].[C:4]([O:8][C:9]([NH:11][C@H:12]1[CH2:16][C:15](=C)[CH2:14][C@H:13]1[C:18]([OH:20])=[O:19])=[O:10])([CH3:7])([CH3:6])[CH3:5].CSC. (4) Given the product [CH3:12][S:9]([CH2:8][C:6]1[CH:5]=[C:4]([N:13]2[CH2:18][CH2:17][O:16][CH2:15][CH2:14]2)[N:3]=[C:2]([C:33]2[CH:39]=[CH:38][C:36]([NH2:37])=[CH:35][CH:34]=2)[N:7]=1)(=[O:11])=[O:10], predict the reactants needed to synthesize it. The reactants are: Cl[C:2]1[N:7]=[C:6]([CH2:8][S:9]([CH3:12])(=[O:11])=[O:10])[CH:5]=[C:4]([N:13]2[CH2:18][CH2:17][O:16][CH2:15][CH2:14]2)[N:3]=1.COCCOC.CC1(C)C(C)(C)OB([C:33]2[CH:39]=[CH:38][C:36]([NH2:37])=[CH:35][CH:34]=2)O1.C(=O)([O-])[O-].[Na+].[Na+]. (5) Given the product [NH2:23][C:22]([C:21]([Cl:25])([Cl:24])[Cl:20])=[C:3]([C:1]#[N:2])[C:4]([NH:6][C:7]1[CH:8]=[N:9][CH:10]=[CH:11][C:12]=1[O:13][CH3:14])=[O:5], predict the reactants needed to synthesize it. The reactants are: [C:1]([CH2:3][C:4]([NH:6][C:7]1[CH:8]=[N:9][CH:10]=[CH:11][C:12]=1[O:13][CH3:14])=[O:5])#[N:2].C([O-])(=O)C.[Na+].[Cl:20][C:21]([Cl:25])([Cl:24])[C:22]#[N:23]. (6) Given the product [C:4]([C:3]1[CH:6]=[C:7]([C:10]2[CH:15]=[CH:14][N:13]=[C:12]([NH:16][C:17]3[CH:18]=[CH:19][C:20]([N:23]4[CH2:24][CH2:25][O:26][CH2:27][CH2:28]4)=[CH:21][CH:22]=3)[N:11]=2)[CH:8]=[CH:9][C:2]=1[NH:1][C:32](=[O:33])[CH2:31][CH:30]([CH3:35])[CH3:29])#[N:5], predict the reactants needed to synthesize it. The reactants are: [NH2:1][C:2]1[CH:9]=[CH:8][C:7]([C:10]2[CH:15]=[CH:14][N:13]=[C:12]([NH:16][C:17]3[CH:22]=[CH:21][C:20]([N:23]4[CH2:28][CH2:27][O:26][CH2:25][CH2:24]4)=[CH:19][CH:18]=3)[N:11]=2)=[CH:6][C:3]=1[C:4]#[N:5].[CH3:29][CH:30]([CH3:35])[CH2:31][C:32](Cl)=[O:33].